The task is: Predict the reaction yield, written as a fraction of the theoretical maximum amount of product (1.0 means a 100% yield; for example, 0.34 means a 34% yield).. This data is from Reaction yield outcomes from USPTO patents with 853,638 reactions. (1) The reactants are COC1C=CC=CC=1[NH:5][CH:6]([C:10]1[CH:15]=[CH:14][CH:13]=[CH:12][CH:11]=1)[CH:7]([CH3:9])[CH3:8].S(OOS([O-])(=O)=O)([O-])(=O)=O.[NH4+].[NH4+].Cl. The catalyst is [N+]([O-])([O-])=O.[Ag+].CC#N.O. The product is [CH3:8][CH:7]([CH3:9])[CH:6]([C:10]1[CH:15]=[CH:14][CH:13]=[CH:12][CH:11]=1)[NH2:5]. The yield is 0.320. (2) The reactants are [O:1]1[CH2:6][CH2:5][N:4]([CH2:7][C:8]([NH:10][C@@H:11]([CH3:16])[C:12]([O:14]C)=[O:13])=[O:9])[CH2:3][CH2:2]1.[OH-].[K+:18]. The catalyst is CO. The product is [O:1]1[CH2:6][CH2:5][N:4]([CH2:7][C:8]([NH:10][C@@H:11]([CH3:16])[C:12]([O-:14])=[O:13])=[O:9])[CH2:3][CH2:2]1.[K+:18]. The yield is 0.920. (3) The product is [Br:1][C:2]1[CH:10]=[CH:9][C:8]2[N:7]([CH2:34][CH:32]([OH:33])[CH2:31][O:24][C:25]3[CH:30]=[CH:29][CH:28]=[CH:27][CH:26]=3)[C:6]3[CH2:11][CH2:12][N:13]([C:15]([O:17][C:18]([CH3:21])([CH3:20])[CH3:19])=[O:16])[CH2:14][C:5]=3[C:4]=2[CH:3]=1. The catalyst is CC(C)=O.CCOC(C)=O. The reactants are [Br:1][C:2]1[CH:10]=[CH:9][C:8]2[NH:7][C:6]3[CH2:11][CH2:12][N:13]([C:15]([O:17][C:18]([CH3:21])([CH3:20])[CH3:19])=[O:16])[CH2:14][C:5]=3[C:4]=2[CH:3]=1.[OH-].[K+].[O:24]([CH2:31][CH:32]1[CH2:34][O:33]1)[C:25]1[CH:30]=[CH:29][CH:28]=[CH:27][CH:26]=1. The yield is 0.210. (4) The reactants are [C:1]([C:3]1[CH:4]=[C:5]([CH:9]=[C:10]([N+:13]([O-:15])=[O:14])[C:11]=1[CH3:12])[C:6]([OH:8])=O)#[N:2].[Cl:16][C:17]1[CH:18]=[C:19]([CH:22]=[CH:23][CH:24]=1)[CH2:20][NH2:21]. No catalyst specified. The product is [Cl:16][C:17]1[CH:18]=[C:19]([CH:22]=[CH:23][CH:24]=1)[CH2:20][NH:21][C:6](=[O:8])[C:5]1[CH:9]=[C:10]([N+:13]([O-:15])=[O:14])[C:11]([CH3:12])=[C:3]([C:1]#[N:2])[CH:4]=1. The yield is 0.760. (5) The reactants are [F:1][C:2]1[CH:3]=[C:4]([CH:8]=[C:9]([Br:11])[CH:10]=1)[CH:5]=[N:6]O. The catalyst is C(#N)C.C([O-])(=O)C.[Cu+2].C([O-])(=O)C. The product is [F:1][C:2]1[CH:3]=[C:4]([CH:8]=[C:9]([Br:11])[CH:10]=1)[C:5]#[N:6]. The yield is 0.890. (6) The reactants are [CH:1]1([CH:7]([C:9]2[S:10][C:11]([C:15]3[CH:20]=[CH:19][CH:18]=[CH:17][CH:16]=3)=[CH:12][C:13]=2[CH3:14])O)[CH2:6][CH2:5][CH2:4][CH2:3][CH2:2]1.S(Cl)([Cl:23])=O. The catalyst is C1(C)C=CC=CC=1. The product is [Cl:23][CH:7]([CH:1]1[CH2:6][CH2:5][CH2:4][CH2:3][CH2:2]1)[C:9]1[S:10][C:11]([C:15]2[CH:20]=[CH:19][CH:18]=[CH:17][CH:16]=2)=[CH:12][C:13]=1[CH3:14]. The yield is 1.00.